This data is from Peptide-MHC class I binding affinity with 185,985 pairs from IEDB/IMGT. The task is: Regression. Given a peptide amino acid sequence and an MHC pseudo amino acid sequence, predict their binding affinity value. This is MHC class I binding data. The peptide sequence is MQFPGSVGF. The MHC is HLA-A02:11 with pseudo-sequence HLA-A02:11. The binding affinity (normalized) is 0.460.